Predict which catalyst facilitates the given reaction. From a dataset of Catalyst prediction with 721,799 reactions and 888 catalyst types from USPTO. (1) Reactant: [CH2:1]([N:3]([CH2:17][CH3:18])[C:4]1[CH:13]=[C:12]2[C:7]([CH:8]=[C:9]([CH:15]=O)[C:10](=[O:14])[O:11]2)=[CH:6][CH:5]=1)[CH3:2].[C:19]([CH2:22][CH2:23][CH2:24][CH2:25][CH2:26][N+:27]1[CH:32]=[C:31]([S:33]([O-:36])(=[O:35])=[O:34])[CH:30]=[CH:29][C:28]=1[CH3:37])([OH:21])=[O:20].[CH3:38][N+:39]([CH2:42][C:43]([OH:45])=[O:44])([CH3:41])[CH3:40]. Product: [C:19]([CH2:22][CH2:23][CH2:24][CH2:25][CH2:26][N+:27]1[CH:32]=[C:31]([S:33]([O-:36])(=[O:35])=[O:34])[CH:30]=[CH:29][C:28]=1/[CH:37]=[CH:15]/[C:9]1[C:10](=[O:14])[O:11][C:12]2[C:7]([CH:8]=1)=[CH:6][CH:5]=[C:4]([N:3]([CH2:17][CH3:18])[CH2:1][CH3:2])[CH:13]=2)([OH:21])=[O:20].[CH3:38][N+:39]([CH2:42][C:43]([OH:45])=[O:44])([CH3:41])[CH3:40]. The catalyst class is: 24. (2) Reactant: [CH3:1][C:2]1[O:6][N:5]=[C:4]([C:7]2[CH:12]=[CH:11][CH:10]=[CH:9][CH:8]=2)[C:3]=1[C:13]1[CH:18]=[CH:17][C:16]([S:19]([NH:22][C:23](=[O:25])[CH3:24])(=[O:21])=[O:20])=[CH:15][CH:14]=1.Br[CH2:27][C:28]([O:30][CH2:31][CH3:32])=[O:29].CCN(CC)CC. Product: [C:23]([N:22]([S:19]([C:16]1[CH:17]=[CH:18][C:13]([C:3]2[C:4]([C:7]3[CH:8]=[CH:9][CH:10]=[CH:11][CH:12]=3)=[N:5][O:6][C:2]=2[CH3:1])=[CH:14][CH:15]=1)(=[O:20])=[O:21])[CH2:27][C:28]([O:30][CH2:31][CH3:32])=[O:29])(=[O:25])[CH3:24]. The catalyst class is: 4. (3) Reactant: [Br:1][C:2]1[CH:3]=[C:4]([S:8][C:9]2[N:13]([C:14]3[CH:19]=[C:18]([F:20])[CH:17]=[CH:16][C:15]=3[F:21])[N:12]=[C:11]([C:22]([O:24]CC)=O)[CH:10]=2)[CH:5]=[CH:6][CH:7]=1.[CH3:27][NH2:28].CO. Product: [Br:1][C:2]1[CH:3]=[C:4]([S:8][C:9]2[N:13]([C:14]3[CH:19]=[C:18]([F:20])[CH:17]=[CH:16][C:15]=3[F:21])[N:12]=[C:11]([C:22]([NH:28][CH3:27])=[O:24])[CH:10]=2)[CH:5]=[CH:6][CH:7]=1. The catalyst class is: 5. (4) Reactant: Br[C:2]1[CH:7]=[CH:6][CH:5]=[C:4]([O:8][CH3:9])[N:3]=1.C(=O)([O-])[O-].[Cs+].[Cs+].[C:16]([O:20][CH3:21])(=[O:19])[CH:17]=[CH2:18]. Product: [CH3:9][O:8][C:4]1[N:3]=[C:2]([CH:18]=[CH:17][C:16]([O:20][CH3:21])=[O:19])[CH:7]=[CH:6][CH:5]=1. The catalyst class is: 440. (5) The catalyst class is: 11. Product: [C:7]1([CH2:20][CH2:19][Al:16]([O:13][C:8]2[CH:9]=[CH:10][CH:11]=[CH:12][CH:7]=2)[CH2:17][CH3:18])[CH:12]=[CH:11][CH:10]=[CH:9][CH:8]=1. Reactant: C1([C:7]2[CH:12]=[CH:11][CH:10]=[CH:9][C:8]=2[OH:13])C=CC=CC=1.C([Al:16]([CH2:19][CH3:20])[CH2:17][CH3:18])C. (6) Reactant: [O:1]=[C:2]1[C:10]2([C:14]3=[CH:15][C:16]4[O:20][CH2:19][O:18][C:17]=4[CH:21]=[C:13]3[O:12][CH2:11]2)[C:9]2[C:4](=[CH:5][CH:6]=[CH:7][CH:8]=2)[N:3]1[CH2:22][C:23]1[CH:32]=[CH:31][CH:30]=[CH:29][C:24]=1[C:25]([O:27]C)=[O:26].O.[OH-].[Li+]. Product: [O:1]=[C:2]1[C:10]2([C:14]3=[CH:15][C:16]4[O:20][CH2:19][O:18][C:17]=4[CH:21]=[C:13]3[O:12][CH2:11]2)[C:9]2[C:4](=[CH:5][CH:6]=[CH:7][CH:8]=2)[N:3]1[CH2:22][C:23]1[CH:32]=[CH:31][CH:30]=[CH:29][C:24]=1[C:25]([OH:27])=[O:26]. The catalyst class is: 20. (7) Reactant: [CH:1]1([S:4]([N:7]2[C:15]3[CH:14]=[CH:13][C:12]([C:16]([N:18]4[CH2:23][CH2:22][CH:21]([CH3:24])[CH2:20][CH2:19]4)=[O:17])=[CH:11][C:10]=3[C:9]3[CH2:25][N:26](C(OC(C)(C)C)=O)[CH2:27][CH2:28][C:8]2=3)(=[O:6])=[O:5])[CH2:3][CH2:2]1.Cl. Product: [CH:1]1([S:4]([N:7]2[C:15]3[CH:14]=[CH:13][C:12]([C:16]([N:18]4[CH2:23][CH2:22][CH:21]([CH3:24])[CH2:20][CH2:19]4)=[O:17])=[CH:11][C:10]=3[C:9]3[CH2:25][NH:26][CH2:27][CH2:28][C:8]2=3)(=[O:6])=[O:5])[CH2:2][CH2:3]1. The catalyst class is: 12.